Dataset: Peptide-MHC class II binding affinity with 134,281 pairs from IEDB. Task: Regression. Given a peptide amino acid sequence and an MHC pseudo amino acid sequence, predict their binding affinity value. This is MHC class II binding data. (1) The peptide sequence is EYKSDYVYEPFPKEV. The MHC is DRB1_1302 with pseudo-sequence DRB1_1302. The binding affinity (normalized) is 0.194. (2) The peptide sequence is IVLNHMTGAQSGKGT. The MHC is DRB1_0101 with pseudo-sequence DRB1_0101. The binding affinity (normalized) is 0.986. (3) The peptide sequence is LIDVSGITLKQATTA. The MHC is DRB1_0405 with pseudo-sequence DRB1_0405. The binding affinity (normalized) is 0.229. (4) The peptide sequence is YDKFPANVSTVLTGK. The MHC is DRB1_0101 with pseudo-sequence DRB1_0101. The binding affinity (normalized) is 0.500. (5) The peptide sequence is GSRAIWYMWLGARYLHHHHHH. The MHC is HLA-DQA10501-DQB10302 with pseudo-sequence HLA-DQA10501-DQB10302. The binding affinity (normalized) is 0.